From a dataset of Forward reaction prediction with 1.9M reactions from USPTO patents (1976-2016). Predict the product of the given reaction. (1) The product is: [CH:1]1([CH2:4][O:5][C:6]2[CH:11]=[CH:10][C:9]([CH:12]([F:14])[F:13])=[CH:8][C:7]=2[C:15]2[C:16]3[NH:23][C:22]([CH3:24])=[C:21]([C:25]([NH:28][C@H:29]4[CH2:33][C@H:32]([NH:34][C:35](=[O:41])[O:36][C:37]([CH3:38])([CH3:40])[CH3:39])[C@@H:31]([CH3:42])[CH2:30]4)=[O:26])[C:17]=3[N:18]=[CH:19][N:20]=2)[CH2:3][CH2:2]1. Given the reactants [CH:1]1([CH2:4][O:5][C:6]2[CH:11]=[CH:10][C:9]([CH:12]([F:14])[F:13])=[CH:8][C:7]=2[C:15]2[C:16]3[NH:23][C:22]([CH3:24])=[C:21]([C:25](O)=[O:26])[C:17]=3[N:18]=[CH:19][N:20]=2)[CH2:3][CH2:2]1.[NH2:28][C@H:29]1[CH2:33][C@H:32]([NH:34][C:35](=[O:41])[O:36][C:37]([CH3:40])([CH3:39])[CH3:38])[C@@H:31]([CH3:42])[CH2:30]1, predict the reaction product. (2) Given the reactants [NH2:1][CH:2]1[CH2:5][N:4]([C:6]([C:8]2[CH:9]=[C:10]([CH:23]=[CH:24][C:25]=2[F:26])[CH2:11][C:12]2[C:21]3[C:16](=[CH:17][CH:18]=[CH:19][CH:20]=3)[C:15](=[O:22])[NH:14][N:13]=2)=[O:7])[CH2:3]1.[C:27]1(=O)[CH2:30][CH2:29][CH2:28]1.C[Si]([C:36]#[N:37])(C)C, predict the reaction product. The product is: [F:26][C:25]1[CH:24]=[CH:23][C:10]([CH2:11][C:12]2[C:21]3[C:16](=[CH:17][CH:18]=[CH:19][CH:20]=3)[C:15](=[O:22])[NH:14][N:13]=2)=[CH:9][C:8]=1[C:6]([N:4]1[CH2:3][CH:2]([NH:1][C:27]2([C:36]#[N:37])[CH2:30][CH2:29][CH2:28]2)[CH2:5]1)=[O:7]. (3) Given the reactants CC([O-])(C)C.[K+].C1COCC1.[Cl:12][C:13]1[CH:18]=[CH:17][CH:16]=[CH:15][C:14]=1[OH:19].[C:20](#[N:23])[CH:21]=[CH2:22], predict the reaction product. The product is: [Cl:12][C:13]1[CH:18]=[CH:17][CH:16]=[CH:15][C:14]=1[O:19][CH2:22][CH2:21][C:20]#[N:23]. (4) Given the reactants [Br:1][C:2]1[CH:20]=[CH:19][C:5]([CH2:6][C@@H:7]([C:16](O)=[O:17])[NH:8][C:9]([O:11][C:12]([CH3:15])([CH3:14])[CH3:13])=[O:10])=[CH:4][CH:3]=1.[H-].[Al+3].[Li+].[H-].[H-].[H-], predict the reaction product. The product is: [Br:1][C:2]1[CH:20]=[CH:19][C:5]([CH2:6][C@H:7]([NH:8][C:9](=[O:10])[O:11][C:12]([CH3:14])([CH3:13])[CH3:15])[CH2:16][OH:17])=[CH:4][CH:3]=1. (5) Given the reactants FC(F)(F)C(O)=O.[CH3:8][C:9]1[CH:13]=[C:12]([C:14]2[CH:15]=[CH:16][C:17]3[N:18]([C:20]([CH2:23][NH:24]C(=O)OC(C)(C)C)=[N:21][N:22]=3)[N:19]=2)[S:11][N:10]=1, predict the reaction product. The product is: [CH3:8][C:9]1[CH:13]=[C:12]([C:14]2[CH:15]=[CH:16][C:17]3[N:18]([C:20]([CH2:23][NH2:24])=[N:21][N:22]=3)[N:19]=2)[S:11][N:10]=1. (6) Given the reactants [Br:1]Br.[NH:3]1[C:12]2[C:7](=[CH:8][CH:9]=[CH:10][CH:11]=2)[N:6]=[CH:5][C:4]1=[O:13], predict the reaction product. The product is: [Br:1][C:10]1[CH:11]=[C:12]2[C:7]([N:6]=[CH:5][C:4](=[O:13])[NH:3]2)=[CH:8][CH:9]=1.